From a dataset of Forward reaction prediction with 1.9M reactions from USPTO patents (1976-2016). Predict the product of the given reaction. (1) The product is: [C:1]([O:5][C:6]([NH:8][C@H:9]([C:10]1[C:11]([C:12]([O:14][CH2:15][CH3:16])=[O:13])=[CH:22][C:21]2[C:20](=[C:27]([F:28])[CH:26]=[CH:25][CH:24]=2)[N:19]=1)[CH3:18])=[O:7])([CH3:4])([CH3:3])[CH3:2]. Given the reactants [C:1]([O:5][C:6]([NH:8][C@@H:9]([CH3:18])[C:10](=O)[CH2:11][C:12]([O:14][CH2:15][CH3:16])=[O:13])=[O:7])([CH3:4])([CH3:3])[CH3:2].[NH2:19][C:20]1[C:27]([F:28])=[CH:26][CH:25]=[CH:24][C:21]=1[CH:22]=O.O.O.O.O.O.O.O.[Cl-].[Ce+3].[Cl-].[Cl-].N#N, predict the reaction product. (2) The product is: [CH3:29][N:30]([CH3:35])[CH2:31][C:32]([O:28][CH:26]([C:23]1[CH:22]=[C:21]([C:19](=[O:20])[NH:18][C@@H:16]([CH3:17])[CH2:15][N:12]2[CH:13]=[CH:14][C:10]([C:4]3[CH:5]=[CH:6][C:7]([C:8]#[N:9])=[C:2]([Cl:1])[CH:3]=3)=[N:11]2)[NH:25][N:24]=1)[CH3:27])=[O:33]. Given the reactants [Cl:1][C:2]1[CH:3]=[C:4]([C:10]2[CH:14]=[CH:13][N:12]([CH2:15][C@@H:16]([NH:18][C:19]([C:21]3[NH:25][N:24]=[C:23]([CH:26]([OH:28])[CH3:27])[CH:22]=3)=[O:20])[CH3:17])[N:11]=2)[CH:5]=[CH:6][C:7]=1[C:8]#[N:9].[CH3:29][N:30]([CH3:35])[CH2:31][C:32](O)=[O:33].CCN(C(C)C)C(C)C.C1C=CC2N(O)N=NC=2C=1.CCN=C=NCCCN(C)C, predict the reaction product. (3) Given the reactants CC(C)(OC([N:7]1[CH2:11][C@@H:10]([N:12]2[CH2:17][CH2:16][N:15]([C:18]3[N:22]([C:23]4[CH:28]=[CH:27][CH:26]=[CH:25][CH:24]=4)[N:21]=[C:20]([CH3:29])[CH:19]=3)[CH2:14][CH2:13]2)[CH2:9][C@H:8]1[C:30]([N:32]1[CH2:36][CH2:35][S:34][CH2:33]1)=[O:31])=O)C.FC(F)(F)C(O)=O, predict the reaction product. The product is: [CH3:29][C:20]1[CH:19]=[C:18]([N:15]2[CH2:16][CH2:17][N:12]([C@@H:10]3[CH2:11][NH:7][C@H:8]([C:30]([N:32]4[CH2:36][CH2:35][S:34][CH2:33]4)=[O:31])[CH2:9]3)[CH2:13][CH2:14]2)[N:22]([C:23]2[CH:28]=[CH:27][CH:26]=[CH:25][CH:24]=2)[N:21]=1.